Dataset: NCI-60 drug combinations with 297,098 pairs across 59 cell lines. Task: Regression. Given two drug SMILES strings and cell line genomic features, predict the synergy score measuring deviation from expected non-interaction effect. (1) Drug 1: C1CCC(C1)C(CC#N)N2C=C(C=N2)C3=C4C=CNC4=NC=N3. Drug 2: CC1OCC2C(O1)C(C(C(O2)OC3C4COC(=O)C4C(C5=CC6=C(C=C35)OCO6)C7=CC(=C(C(=C7)OC)O)OC)O)O. Cell line: MCF7. Synergy scores: CSS=32.8, Synergy_ZIP=1.91, Synergy_Bliss=3.46, Synergy_Loewe=-8.57, Synergy_HSA=3.27. (2) Drug 1: C1=CC(=C2C(=C1NCCNCCO)C(=O)C3=C(C=CC(=C3C2=O)O)O)NCCNCCO. Drug 2: CCCS(=O)(=O)NC1=C(C(=C(C=C1)F)C(=O)C2=CNC3=C2C=C(C=N3)C4=CC=C(C=C4)Cl)F. Cell line: IGROV1. Synergy scores: CSS=43.9, Synergy_ZIP=0.611, Synergy_Bliss=0.694, Synergy_Loewe=-30.4, Synergy_HSA=1.79. (3) Drug 1: CC1CCC2CC(C(=CC=CC=CC(CC(C(=O)C(C(C(=CC(C(=O)CC(OC(=O)C3CCCCN3C(=O)C(=O)C1(O2)O)C(C)CC4CCC(C(C4)OC)O)C)C)O)OC)C)C)C)OC. Drug 2: CC1CCC2CC(C(=CC=CC=CC(CC(C(=O)C(C(C(=CC(C(=O)CC(OC(=O)C3CCCCN3C(=O)C(=O)C1(O2)O)C(C)CC4CCC(C(C4)OC)OCCO)C)C)O)OC)C)C)C)OC. Cell line: T-47D. Synergy scores: CSS=24.0, Synergy_ZIP=-5.74, Synergy_Bliss=-5.04, Synergy_Loewe=-2.23, Synergy_HSA=-0.596. (4) Drug 1: CCC1=C2CN3C(=CC4=C(C3=O)COC(=O)C4(CC)O)C2=NC5=C1C=C(C=C5)O. Drug 2: C1=NC2=C(N1)C(=S)N=CN2. Cell line: UACC-257. Synergy scores: CSS=13.5, Synergy_ZIP=-6.10, Synergy_Bliss=3.15, Synergy_Loewe=-0.298, Synergy_HSA=3.90. (5) Drug 1: CN(CC1=CN=C2C(=N1)C(=NC(=N2)N)N)C3=CC=C(C=C3)C(=O)NC(CCC(=O)O)C(=O)O. Drug 2: C1=NC2=C(N=C(N=C2N1C3C(C(C(O3)CO)O)F)Cl)N. Cell line: HCT-15. Synergy scores: CSS=1.03, Synergy_ZIP=0.793, Synergy_Bliss=8.11, Synergy_Loewe=1.03, Synergy_HSA=3.52. (6) Drug 1: C(=O)(N)NO. Drug 2: CC1=C(N=C(N=C1N)C(CC(=O)N)NCC(C(=O)N)N)C(=O)NC(C(C2=CN=CN2)OC3C(C(C(C(O3)CO)O)O)OC4C(C(C(C(O4)CO)O)OC(=O)N)O)C(=O)NC(C)C(C(C)C(=O)NC(C(C)O)C(=O)NCCC5=NC(=CS5)C6=NC(=CS6)C(=O)NCCC[S+](C)C)O. Cell line: HOP-62. Synergy scores: CSS=45.8, Synergy_ZIP=5.98, Synergy_Bliss=5.29, Synergy_Loewe=-9.01, Synergy_HSA=3.36. (7) Drug 1: C1=NC2=C(N1)C(=S)N=C(N2)N. Drug 2: CC(C)(C#N)C1=CC(=CC(=C1)CN2C=NC=N2)C(C)(C)C#N. Cell line: HCC-2998. Synergy scores: CSS=25.5, Synergy_ZIP=-1.07, Synergy_Bliss=0.117, Synergy_Loewe=-3.03, Synergy_HSA=-0.380. (8) Drug 1: CN(C)N=NC1=C(NC=N1)C(=O)N. Drug 2: C1=NNC2=C1C(=O)NC=N2. Cell line: T-47D. Synergy scores: CSS=-3.92, Synergy_ZIP=0.0514, Synergy_Bliss=-1.83, Synergy_Loewe=-5.03, Synergy_HSA=-3.34. (9) Drug 1: CC1C(C(=O)NC(C(=O)N2CCCC2C(=O)N(CC(=O)N(C(C(=O)O1)C(C)C)C)C)C(C)C)NC(=O)C3=C4C(=C(C=C3)C)OC5=C(C(=O)C(=C(C5=N4)C(=O)NC6C(OC(=O)C(N(C(=O)CN(C(=O)C7CCCN7C(=O)C(NC6=O)C(C)C)C)C)C(C)C)C)N)C. Drug 2: C1C(C(OC1N2C=C(C(=O)NC2=O)F)CO)O. Cell line: RPMI-8226. Synergy scores: CSS=71.9, Synergy_ZIP=1.98, Synergy_Bliss=2.38, Synergy_Loewe=3.47, Synergy_HSA=4.24. (10) Drug 1: C1CCN(CC1)CCOC2=CC=C(C=C2)C(=O)C3=C(SC4=C3C=CC(=C4)O)C5=CC=C(C=C5)O. Drug 2: CN1C2=C(C=C(C=C2)N(CCCl)CCCl)N=C1CCCC(=O)O.Cl. Cell line: SW-620. Synergy scores: CSS=26.4, Synergy_ZIP=2.46, Synergy_Bliss=8.66, Synergy_Loewe=-0.922, Synergy_HSA=1.98.